Dataset: Forward reaction prediction with 1.9M reactions from USPTO patents (1976-2016). Task: Predict the product of the given reaction. (1) Given the reactants [Br:1][C:2]1[C:3]([CH2:21][N:22]2[CH2:27][CH2:26][O:25][CH2:24][CH2:23]2)=[CH:4][C:5]([O:11][CH2:12][C:13]2[CH:18]=[CH:17][C:16]([F:19])=[CH:15][C:14]=2[F:20])=[C:6]([CH:10]=1)[C:7](O)=[O:8].C(N(C(C)C)CC)(C)C.ON1C2N=CC=CC=2N=N1.Cl.[CH3:48][C:49]1[C:53]([NH2:54])=[CH:52][O:51][N:50]=1.C(Cl)CCl, predict the reaction product. The product is: [Br:1][C:2]1[C:3]([CH2:21][N:22]2[CH2:27][CH2:26][O:25][CH2:24][CH2:23]2)=[CH:4][C:5]([O:11][CH2:12][C:13]2[CH:18]=[CH:17][C:16]([F:19])=[CH:15][C:14]=2[F:20])=[C:6]([CH:10]=1)[C:7]([NH:54][C:53]1[C:49]([CH3:48])=[N:50][O:51][CH:52]=1)=[O:8]. (2) The product is: [C:1]([C:3]1[CH:8]=[CH:7][C:6]([N:9]=[C:10]2[N:14]([CH2:23][CH:24]([CH3:26])[CH3:25])[C@@H:13]([CH:15]([CH2:17][CH3:18])[CH3:16])[CH2:12][S:11]2)=[CH:5][C:4]=1[C:19]([F:22])([F:21])[F:20])#[N:2]. Given the reactants [C:1]([C:3]1[CH:8]=[CH:7][C:6]([N:9]=[C:10]2[NH:14][C@@H:13]([CH:15]([CH2:17][CH3:18])[CH3:16])[CH2:12][S:11]2)=[CH:5][C:4]=1[C:19]([F:22])([F:21])[F:20])#[N:2].[CH2:23](Br)[CH:24]([CH3:26])[CH3:25], predict the reaction product. (3) Given the reactants [Cl:1][C:2]1[CH:11]=[CH:10][C:9]2[C:8]([C:12]([NH:14][CH2:15][CH:16]3[CH2:21][CH2:20][CH2:19][CH2:18][CH2:17]3)=[O:13])=[C:7]([Cl:22])[CH:6]=[CH:5][C:4]=2[N:3]=1.[CH3:23][NH:24][CH2:25][CH2:26][CH2:27][NH:28][CH3:29], predict the reaction product. The product is: [ClH:1].[ClH:1].[Cl:22][C:7]1[CH:6]=[CH:5][C:4]2[N:3]=[C:2]([N:24]([CH3:23])[CH2:25][CH2:26][CH2:27][NH:28][CH3:29])[CH:11]=[CH:10][C:9]=2[C:8]=1[C:12]([NH:14][CH2:15][CH:16]1[CH2:21][CH2:20][CH2:19][CH2:18][CH2:17]1)=[O:13]. (4) The product is: [C:31]([NH:30][C:27]1[CH:26]=[CH:25][C:24]([CH2:23][CH2:22][NH:21][C:19]([C:17]2[S:18][C:13]3[C:12]([N:35]4[CH2:40][CH2:39][O:38][CH2:37][CH2:36]4)=[N:11][C:10]([C:5]4[CH:6]=[CH:7][CH:8]=[C:9]5[C:4]=4[CH:3]=[N:2][NH:1]5)=[N:15][C:14]=3[CH:16]=2)=[O:20])=[CH:29][CH:28]=1)(=[O:34])[CH:32]=[CH2:33]. Given the reactants [NH:1]1[C:9]2[C:4](=[C:5]([C:10]3[N:11]=[C:12]([N:35]4[CH2:40][CH2:39][O:38][CH2:37][CH2:36]4)[C:13]4[S:18][C:17]([C:19]([NH:21][CH2:22][CH2:23][C:24]5[CH:29]=[CH:28][C:27]([NH:30][C:31](=[O:34])[CH2:32][CH3:33])=[CH:26][CH:25]=5)=[O:20])=[CH:16][C:14]=4[N:15]=3)[CH:6]=[CH:7][CH:8]=2)[CH:3]=[N:2]1, predict the reaction product.